Dataset: Reaction yield outcomes from USPTO patents with 853,638 reactions. Task: Predict the reaction yield, written as a fraction of the theoretical maximum amount of product (1.0 means a 100% yield; for example, 0.34 means a 34% yield). The reactants are Br[C:2]1[CH:3]=[CH:4][C:5](N2CCN(C=O)CC2)=[N:6][CH:7]=1.FC1C=CC([C:23]2[CH:24]=[CH:25][C:26](N3CCN(C=O)CC3)=[N:27][CH:28]=2)=CC=1.F[C:38]1[CH:43]=[CH:42][C:41](B(O)O)=[CH:40][CH:39]=1.C[CH2:48][OH:49].C([O-])([O-])=[O:51].[Na+].[Na+]. The catalyst is C1(C)C=CC=CC=1.Cl[Pd]Cl.C1(P(C2C=CC=CC=2)[C-]2C=CC=C2)C=CC=CC=1.[C-]1(P(C2C=CC=CC=2)C2C=CC=CC=2)C=CC=C1.[Fe+2]. The product is [CH2:48]([O:49][C:23]1[CH:24]=[CH:25][C:26]([O:51][CH:3]2[CH2:2][CH2:7][NH:6][CH2:5][CH2:4]2)=[N:27][CH:28]=1)[C:38]1[CH:43]=[CH:42][CH:41]=[CH:40][CH:39]=1. The yield is 0.940.